Dataset: Full USPTO retrosynthesis dataset with 1.9M reactions from patents (1976-2016). Task: Predict the reactants needed to synthesize the given product. (1) Given the product [NH2:8][C@@H:9]([CH2:42][C:43]1[CH:44]=[CH:45][CH:46]=[CH:47][CH:48]=1)[CH2:10][C@H:11]([OH:15])[C@@H:12]([NH:13][C:18](=[O:19])[O:20][CH2:21][C:22]1[CH:23]=[CH:24][CH:25]=[CH:26][CH:27]=1)[CH2:28][C:29]1[CH:30]=[CH:31][C:32]([C:35]2[CH:40]=[C:39]([CH3:41])[CH:38]=[CH:37][N:36]=2)=[CH:33][CH:34]=1, predict the reactants needed to synthesize it. The reactants are: C(OC([NH:8][C@@H:9]([CH2:42][C:43]1[CH:48]=[CH:47][CH:46]=[CH:45][CH:44]=1)[CH2:10][C@@H:11]1[O:15]C(C)(C)[N:13]([C:18]([O:20][CH2:21][C:22]2[CH:27]=[CH:26][CH:25]=[CH:24][CH:23]=2)=[O:19])[C@H:12]1[CH2:28][C:29]1[CH:34]=[CH:33][C:32]([C:35]2[CH:40]=[C:39]([CH3:41])[CH:38]=[CH:37][N:36]=2)=[CH:31][CH:30]=1)=O)(C)(C)C.CO.Cl. (2) Given the product [Cl:47][C:48]1[CH:49]=[C:50]([NH:51][C:6]([C:5]2[CH:9]=[CH:10][C:2]([F:1])=[C:3]([S:11][CH:12]3[CH2:17][CH2:16][CH:15]([CH2:18][C:19]([O:21][CH3:22])=[O:20])[CH2:14][CH2:13]3)[CH:4]=2)=[O:8])[CH:52]=[CH:53][C:54]=1[F:55], predict the reactants needed to synthesize it. The reactants are: [F:1][C:2]1[CH:10]=[CH:9][C:5]([C:6]([OH:8])=O)=[CH:4][C:3]=1[S:11][CH:12]1[CH2:17][CH2:16][CH:15]([CH2:18][C:19]([O:21][CH3:22])=[O:20])[CH2:14][CH2:13]1.CN(C(ON1N=NC2C=CC=NC1=2)=[N+](C)C)C.F[P-](F)(F)(F)(F)F.[Cl:47][C:48]1[CH:49]=[C:50]([CH:52]=[CH:53][C:54]=1[F:55])[NH2:51].CCN(C(C)C)C(C)C. (3) Given the product [OH2:24].[ClH:31].[C:17]([N:13]1[CH2:14][CH2:15][CH2:16][C:11]([C:25]2[CH:30]=[CH:29][C:28]([Cl:31])=[C:27]([Cl:32])[CH:26]=2)([CH2:10][CH2:9][CH2:8][N:5]2[CH2:4][CH2:3][C:2]([NH:1][C:51](=[O:52])[C:46]3[S:50][CH:49]=[CH:48][CH:47]=3)([C:33]3[CH:38]=[CH:37][CH:36]=[CH:35][CH:34]=3)[CH2:7][CH2:6]2)[CH2:12]1)(=[O:24])[C:18]1[CH:23]=[CH:22][CH:21]=[CH:20][CH:19]=1, predict the reactants needed to synthesize it. The reactants are: [NH2:1][C:2]1([C:33]2[CH:38]=[CH:37][CH:36]=[CH:35][CH:34]=2)[CH2:7][CH2:6][N:5]([CH2:8][CH2:9][CH2:10][C:11]2([C:25]3[CH:30]=[CH:29][C:28]([Cl:31])=[C:27]([Cl:32])[CH:26]=3)[CH2:16][CH2:15][CH2:14][N:13]([C:17](=[O:24])[C:18]3[CH:23]=[CH:22][CH:21]=[CH:20][CH:19]=3)[CH2:12]2)[CH2:4][CH2:3]1.C(N(CC)CC)C.[C:46]1([C:51](Cl)=[O:52])[S:50][CH:49]=[CH:48][CH:47]=1.Cl. (4) Given the product [C:1]([O:5][C:6](=[O:19])[NH:7][C@H:8]([CH2:9][C:10]1[CH:15]=[CH:14][CH:13]=[CH:12][CH:11]=1)[C@@H:16]([OH:17])[CH2:18][N:21]1[CH:22]=[C:23]2[C:28]([CH:27]=[CH:26][CH:25]=[CH:24]2)=[N:20]1)([CH3:4])([CH3:3])[CH3:2], predict the reactants needed to synthesize it. The reactants are: [C:1]([O:5][C:6](=[O:19])[NH:7][C@@H:8]([C@@H:16]1[CH2:18][O:17]1)[CH2:9][C:10]1[CH:15]=[CH:14][CH:13]=[CH:12][CH:11]=1)([CH3:4])([CH3:3])[CH3:2].[NH:20]1[C:28]2[C:23](=[CH:24][CH:25]=[CH:26][CH:27]=2)[CH:22]=[N:21]1. (5) The reactants are: [CH2:1]([NH2:8])[C:2]1[CH:7]=[CH:6][CH:5]=[CH:4][CH:3]=1.[CH2:9]([C@H:11]1[O:13][CH2:12]1)[Cl:10]. Given the product [CH2:1]([NH:8][CH2:12][C@H:11]([OH:13])[CH2:9][Cl:10])[C:2]1[CH:7]=[CH:6][CH:5]=[CH:4][CH:3]=1, predict the reactants needed to synthesize it. (6) Given the product [Br:12][C:13]1[CH:18]=[CH:17][C:16]([CH2:19][CH2:20][CH:21]2[NH:11][CH2:10][CH2:9][N:4]3[C:3]([CH2:1][CH3:2])=[N:7][C:6]([I:8])=[C:5]23)=[CH:15][CH:14]=1, predict the reactants needed to synthesize it. The reactants are: [CH2:1]([C:3]1[N:4]([CH2:9][CH2:10][NH2:11])[CH:5]=[C:6]([I:8])[N:7]=1)[CH3:2].[Br:12][C:13]1[CH:18]=[CH:17][C:16]([CH2:19][CH2:20][CH:21]=O)=[CH:15][CH:14]=1. (7) Given the product [NH2:1][C:4]1[CH:5]=[C:6]([C@H:10]2[CH2:12][C@H:11]2[C:13]([OH:15])=[O:14])[CH:7]=[CH:8][CH:9]=1, predict the reactants needed to synthesize it. The reactants are: [N+:1]([C:4]1[CH:5]=[C:6]([C@H:10]2[CH2:12][C@H:11]2[C:13]([OH:15])=[O:14])[CH:7]=[CH:8][CH:9]=1)([O-])=O. (8) Given the product [Br:31][C:5]1[S:1][C:2]([C:6]2[CH:23]=[CH:22][C:9]3[CH2:10][CH2:11][N:12]([C:15]([O:17][C:18]([CH3:20])([CH3:19])[CH3:21])=[O:16])[CH2:13][CH2:14][C:8]=3[CH:7]=2)=[N:3][CH:4]=1, predict the reactants needed to synthesize it. The reactants are: [S:1]1[CH:5]=[CH:4][N:3]=[C:2]1[C:6]1[CH:23]=[CH:22][C:9]2[CH2:10][CH2:11][N:12]([C:15]([O:17][C:18]([CH3:21])([CH3:20])[CH3:19])=[O:16])[CH2:13][CH2:14][C:8]=2[CH:7]=1.C1C(=O)N([Br:31])C(=O)C1. (9) Given the product [N:21]1([CH2:2][CH2:3][CH2:4][O:5][C:6]2[CH:11]=[CH:10][C:9]([C:12]3[N:13]=[C:14]4[CH2:19][CH2:18][CH2:17][CH2:16][N:15]4[CH:20]=3)=[CH:8][CH:7]=2)[CH2:26][CH2:25][CH2:24][CH2:23][CH2:22]1, predict the reactants needed to synthesize it. The reactants are: Cl[CH2:2][CH2:3][CH2:4][O:5][C:6]1[CH:11]=[CH:10][C:9]([C:12]2[N:13]=[C:14]3[CH2:19][CH2:18][CH2:17][CH2:16][N:15]3[CH:20]=2)=[CH:8][CH:7]=1.[NH:21]1[CH2:26][CH2:25][CH2:24][CH2:23][CH2:22]1.